This data is from Full USPTO retrosynthesis dataset with 1.9M reactions from patents (1976-2016). The task is: Predict the reactants needed to synthesize the given product. (1) Given the product [C@@H:17]([O:19][C:2]1[CH:10]=[CH:9][C:8]([S:11]([CH3:14])(=[O:13])=[O:12])=[CH:7][C:3]=1[C:4]([OH:6])=[O:5])([CH2:16][CH3:15])[CH3:18], predict the reactants needed to synthesize it. The reactants are: F[C:2]1[CH:10]=[CH:9][C:8]([S:11]([CH3:14])(=[O:13])=[O:12])=[CH:7][C:3]=1[C:4]([OH:6])=[O:5].[CH3:15][CH2:16][C@@H:17]([OH:19])[CH3:18]. (2) Given the product [Cl:12][C:13]1[C:18]([N:19]2[CH2:24][CH2:23][N:22]([C:25]3[CH:26]=[CH:27][C:28]([F:31])=[CH:29][CH:30]=3)[CH2:21][CH2:20]2)=[CH:17][N:16]=[N:15][C:14]=1[NH:32][NH:33][C:9](=[O:11])[CH2:8][CH:5]1[CH2:6][CH2:7]1, predict the reactants needed to synthesize it. The reactants are: S(Cl)(Cl)=O.[CH:5]1([CH2:8][C:9]([OH:11])=O)[CH2:7][CH2:6]1.[Cl:12][C:13]1[C:18]([N:19]2[CH2:24][CH2:23][N:22]([C:25]3[CH:30]=[CH:29][C:28]([F:31])=[CH:27][CH:26]=3)[CH2:21][CH2:20]2)=[CH:17][N:16]=[N:15][C:14]=1[NH:32][NH2:33].C(=O)(O)[O-].[Na+]. (3) Given the product [CH2:18]([O:1][C:2]1[C:9]([OH:10])=[CH:8][CH:7]=[CH:6][C:3]=1[CH:4]=[O:5])[CH3:19], predict the reactants needed to synthesize it. The reactants are: [OH:1][C:2]1[C:9]([OH:10])=[CH:8][CH:7]=[CH:6][C:3]=1[CH:4]=[O:5].C(=O)([O-])[O-].[K+].[K+].I[CH2:18][CH3:19].O. (4) The reactants are: [N:1]([CH2:4][CH2:5][CH2:6][CH2:7][C:8]([OH:10])=O)=[N+:2]=[N-:3].O=S(Cl)[Cl:13]. Given the product [N:1]([CH2:4][CH2:5][CH2:6][CH2:7][C:8]([Cl:13])=[O:10])=[N+:2]=[N-:3], predict the reactants needed to synthesize it.